Dataset: Forward reaction prediction with 1.9M reactions from USPTO patents (1976-2016). Task: Predict the product of the given reaction. (1) Given the reactants [N:1]1[C:8]([Cl:9])=[N:7][C:5]([Cl:6])=[N:4][C:2]=1Cl.[O:10]1[C:14]2[CH:15]=[CH:16][CH:17]=[CH:18][C:13]=2[N:12]=[C:11]1[C:19]1[CH:26]=[CH:25][C:22]([CH2:23][NH2:24])=[CH:21][CH:20]=1.C(N(C(C)C)CC)(C)C, predict the reaction product. The product is: [O:10]1[C:14]2[CH:15]=[CH:16][CH:17]=[CH:18][C:13]=2[N:12]=[C:11]1[C:19]1[CH:26]=[CH:25][C:22]([CH2:23][NH:24][C:2]2[N:1]=[C:8]([Cl:9])[N:7]=[C:5]([Cl:6])[N:4]=2)=[CH:21][CH:20]=1. (2) The product is: [CH:26]1([CH2:2][CH2:3][C:1]([NH:4][CH:5]2[CH2:6][CH2:7][N:8]([C:11]([O:13][C:14]([CH3:15])([CH3:16])[CH3:17])=[O:12])[CH2:9][CH2:10]2)=[O:30])[CH2:27][CH2:25]1. Given the reactants [CH:1]1([NH:4][CH:5]2[CH2:10][CH2:9][N:8]([C:11]([O:13][C:14]([CH3:17])([CH3:16])[CH3:15])=[O:12])[CH2:7][CH2:6]2)[CH2:3][CH2:2]1.C(N(CC)CC)C.[C:25](Cl)(=O)[CH2:26][CH3:27].[OH2:30], predict the reaction product. (3) Given the reactants [Br-].[CH3:2][C:3]1[CH:8]=[CH:7][C:6]([N+:9]2([CH2:15][C:16]3[CH:21]=[CH:20][CH:19]=[CH:18][CH:17]=3)[CH2:14][CH2:13][CH2:12][CH2:11][CH2:10]2)=[CH:5][CH:4]=1.[C:22]1([CH3:32])[CH:27]=[CH:26][C:25]([S:28]([O-:31])(=[O:30])=[O:29])=[CH:24][CH:23]=1.[Na+], predict the reaction product. The product is: [S:28]([C:25]1[CH:26]=[CH:27][C:22]([CH3:32])=[CH:23][CH:24]=1)([O-:31])(=[O:30])=[O:29].[CH3:2][C:3]1[CH:4]=[CH:5][C:6]([N+:9]2([CH2:15][C:16]3[CH:17]=[CH:18][CH:19]=[CH:20][CH:21]=3)[CH2:10][CH2:11][CH2:12][CH2:13][CH2:14]2)=[CH:7][CH:8]=1. (4) The product is: [F:1][C:2]([F:10])([F:11])[C:3]1[CH:4]=[C:5]([NH:6][C:21]([NH:20][C:16]2[CH:17]=[CH:18][CH:19]=[C:14]([C:13]([F:12])([F:23])[F:24])[CH:15]=2)=[O:22])[CH:7]=[CH:8][CH:9]=1. Given the reactants [F:1][C:2]([F:11])([F:10])[C:3]1[CH:4]=[C:5]([CH:7]=[CH:8][CH:9]=1)[NH2:6].[F:12][C:13]([F:24])([F:23])[C:14]1[CH:15]=[C:16]([N:20]=[C:21]=[O:22])[CH:17]=[CH:18][CH:19]=1, predict the reaction product. (5) The product is: [F:28][C:22]1[CH:23]=[C:24]([OH:27])[CH:25]=[CH:26][C:21]=1[C:19]1[N:18]=[C:17]2[NH:29][N:30]=[C:31]([CH3:32])[C:16]2=[C:15]([CH2:14][N:11]2[CH2:12][CH2:13][NH:8][CH2:9][CH:10]2[C:39]2[CH:40]=[CH:41][CH:42]=[CH:43][CH:44]=2)[CH:20]=1. Given the reactants C(OC([N:8]1[CH2:13][CH2:12][N:11]([CH2:14][C:15]2[CH:20]=[C:19]([C:21]3[CH:26]=[CH:25][C:24]([OH:27])=[CH:23][C:22]=3[F:28])[N:18]=[C:17]3[N:29](C4CCCCO4)[N:30]=[C:31]([CH3:32])[C:16]=23)[CH:10]([C:39]2[CH:44]=[CH:43][CH:42]=[CH:41][CH:40]=2)[CH2:9]1)=O)(C)(C)C.Cl, predict the reaction product. (6) Given the reactants [CH2:1]([O:4][C:5]1[C:10]([C:11]#[N:12])=[CH:9][C:8]([C:13]2[O:17][N:16]=[C:15]([C:18]3[CH:28]=[CH:27][C:21]4[CH2:22][CH2:23][NH:24][CH2:25][CH2:26][C:20]=4[CH:19]=3)[N:14]=2)=[CH:7][N:6]=1)[CH2:2][CH3:3].[CH3:29][C:30]1([CH3:37])[O:35][CH2:34][C:33](=O)[CH2:32][O:31]1.C(O[BH-](OC(=O)C)OC(=O)C)(=O)C.[Na+], predict the reaction product. The product is: [CH3:29][C:30]1([CH3:37])[O:35][CH2:34][CH:33]([N:24]2[CH2:23][CH2:22][C:21]3[CH:27]=[CH:28][C:18]([C:15]4[N:14]=[C:13]([C:8]5[CH:9]=[C:10]([C:11]#[N:12])[C:5]([O:4][CH2:1][CH2:2][CH3:3])=[N:6][CH:7]=5)[O:17][N:16]=4)=[CH:19][C:20]=3[CH2:26][CH2:25]2)[CH2:32][O:31]1. (7) The product is: [Ag+2:1].[CH:29]1[C:28]([NH:27][C:25]([NH:24][C:22]([NH:21][CH2:20][CH2:19][CH2:18][CH2:17][CH2:16][CH2:15][NH:14][C:12]([NH:11][C:9]([NH:8][C:7]2[CH:2]=[CH:3][C:4]([Cl:35])=[CH:5][CH:6]=2)=[NH:10])=[NH:13])=[NH:23])=[NH:26])=[CH:33][CH:32]=[C:31]([Cl:34])[CH:30]=1. Given the reactants [Ag+2:1].[CH:2]1[C:7]([NH:8][C:9]([NH:11][C:12]([NH:14][CH2:15][CH2:16][CH2:17][CH2:18][CH2:19][CH2:20][NH:21][C:22]([NH:24][C:25]([NH:27][C:28]2[CH:29]=[CH:30][C:31]([Cl:34])=[CH:32][CH:33]=2)=[NH:26])=[NH:23])=[NH:13])=[NH:10])=[CH:6][CH:5]=[C:4]([Cl:35])[CH:3]=1.C(=O)(O)[O-].[Na+], predict the reaction product. (8) Given the reactants [CH3:1][CH:2]([CH3:21])[C@@H:3]([N:7]1[CH:16]=[CH:15][C:14]2[C:9](=[CH:10][CH:11]=[CH:12][C:13]=2[N+:17]([O-:19])=[O:18])[C:8]1=[O:20])[C:4]([OH:6])=O.O.O[N:24]1[C:28]2[CH:29]=[CH:30][CH:30]=[CH:29][C:28]=2[N:24]=N1.Cl.CN(C)CCCN=C=NCC.C(N(CC)C(C)C)(C)C.C1(N)CC1, predict the reaction product. The product is: [CH:28]1([NH:24][C:4](=[O:6])[C@H:3]([N:7]2[CH:16]=[CH:15][C:14]3[C:9](=[CH:10][CH:11]=[CH:12][C:13]=3[N+:17]([O-:19])=[O:18])[C:8]2=[O:20])[CH:2]([CH3:1])[CH3:21])[CH2:29][CH2:30]1. (9) Given the reactants [O:1]=[C:2]1[CH2:10][CH2:9][CH2:8][C:7]2[NH:6][CH:5]=[C:4]([CH:11]([CH3:15])C(O)=O)[C:3]1=2.[C:16]([N:23]1[CH:27]=[CH:26]N=[CH:24]1)(N1C=CN=C1)=[O:17].N1CCC[CH2:29]1.O, predict the reaction product. The product is: [O:17]=[C:16]([N:23]1[CH2:24][CH2:29][CH2:26][CH2:27]1)[CH2:15][CH2:11][C:4]1[C:3]2[C:2](=[O:1])[CH2:10][CH2:9][CH2:8][C:7]=2[NH:6][CH:5]=1. (10) Given the reactants [C:1]1([C@H:7]2[C@@H:11]([C:12]3[CH:17]=[CH:16][CH:15]=[CH:14][CH:13]=3)[NH:10][C:9](=[S:18])[NH:8]2)[CH:6]=[CH:5][CH:4]=[CH:3][CH:2]=1.[CH3:19][O:20][C:21]1[CH:22]=[C:23]([CH:26]=[CH:27][CH:28]=1)[CH2:24][Cl:25], predict the reaction product. The product is: [ClH:25].[CH3:19][O:20][C:21]1[CH:22]=[C:23]([CH:26]=[CH:27][CH:28]=1)[CH2:24][S:18][C:9]1[NH:8][C@H:7]([C:1]2[CH:2]=[CH:3][CH:4]=[CH:5][CH:6]=2)[C@H:11]([C:12]2[CH:13]=[CH:14][CH:15]=[CH:16][CH:17]=2)[N:10]=1.